This data is from Forward reaction prediction with 1.9M reactions from USPTO patents (1976-2016). The task is: Predict the product of the given reaction. (1) Given the reactants [OH:1][CH:2]1[C:10]2[C:5](=[CH:6][CH:7]=[CH:8][CH:9]=2)[C:4](=[O:11])[N:3]1[C:12]([CH3:20])([C:14]1[CH:19]=[CH:18][CH:17]=[CH:16][CH:15]=1)[CH3:13].CN(CCN(C)C)C.[Br:29]C(Cl)(Cl)C(Cl)(Cl)Br, predict the reaction product. The product is: [OH:11][CH:4]1[C:5]2[C:10](=[C:9]([Br:29])[CH:8]=[CH:7][CH:6]=2)[C:2](=[O:1])[N:3]1[C:12]([CH3:20])([C:14]1[CH:19]=[CH:18][CH:17]=[CH:16][CH:15]=1)[CH3:13]. (2) Given the reactants O=[C:2]1[CH2:7][CH2:6][N:5]([C:8]([O:10][C:11]([CH3:14])([CH3:13])[CH3:12])=[O:9])[CH2:4][CH2:3]1.[C:15]([CH2:17][C:18]([O:20][CH2:21][CH3:22])=[O:19])#[N:16].C([O-])(=O)C.[NH4+].C(O)(=O)C, predict the reaction product. The product is: [C:15]([C:17](=[C:2]1[CH2:7][CH2:6][N:5]([C:8]([O:10][C:11]([CH3:14])([CH3:13])[CH3:12])=[O:9])[CH2:4][CH2:3]1)[C:18]([O:20][CH2:21][CH3:22])=[O:19])#[N:16]. (3) Given the reactants [F:1][C:2]1[CH:3]=[C:4]([C@H:13]2[CH2:17][CH2:16][CH2:15][N:14]2[C:18]2[CH:23]=[CH:22][N:21]3[N:24]=[CH:25][C:26]([C:27]([O:29]CC)=[O:28])=[C:20]3[N:19]=2)[CH:5]=[C:6]([O:8][CH2:9][CH2:10][O:11][CH3:12])[CH:7]=1, predict the reaction product. The product is: [F:1][C:2]1[CH:3]=[C:4]([C@H:13]2[CH2:17][CH2:16][CH2:15][N:14]2[C:18]2[CH:23]=[CH:22][N:21]3[N:24]=[CH:25][C:26]([C:27]([OH:29])=[O:28])=[C:20]3[N:19]=2)[CH:5]=[C:6]([O:8][CH2:9][CH2:10][O:11][CH3:12])[CH:7]=1. (4) Given the reactants [NH2:1][C:2]1[CH:3]=[CH:4][C:5]([F:22])=[C:6]([C@:8]2([CH3:21])[C@@H:13]([O:14][CH2:15][C:16]([F:19])([F:18])[F:17])[CH2:12][O:11][C:10]([NH2:20])=[N:9]2)[CH:7]=1.[Cl:23][C:24]1[C:25]([C:31](O)=[O:32])=[N:26][CH:27]=[C:28]([Cl:30])[CH:29]=1, predict the reaction product. The product is: [NH2:20][C:10]1[O:11][CH2:12][C@H:13]([O:14][CH2:15][C:16]([F:18])([F:19])[F:17])[C@:8]([C:6]2[CH:7]=[C:2]([NH:1][C:31]([C:25]3[C:24]([Cl:23])=[CH:29][C:28]([Cl:30])=[CH:27][N:26]=3)=[O:32])[CH:3]=[CH:4][C:5]=2[F:22])([CH3:21])[N:9]=1. (5) Given the reactants [OH:1][C:2]1[CH:39]=[N:38][C:5]2[N:6]([C:19]([NH:21][CH:22]([C:27]3[CH:32]=[CH:31][C:30]([O:33][C:34]([F:37])([F:36])[F:35])=[CH:29][CH:28]=3)[C:23]([OH:26])([CH3:25])[CH3:24])=[O:20])[CH2:7][C:8](=[O:18])[N:9]([CH2:10][O:11][CH2:12][CH2:13][Si:14]([CH3:17])([CH3:16])[CH3:15])[C:4]=2[CH:3]=1.[C:40](=O)([O-])[O-].[K+].[K+].IC.O, predict the reaction product. The product is: [OH:26][C:23]([CH3:25])([CH3:24])[CH:22]([NH:21][C:19]([N:6]1[CH2:7][C:8](=[O:18])[N:9]([CH2:10][O:11][CH2:12][CH2:13][Si:14]([CH3:17])([CH3:15])[CH3:16])[C:4]2[CH:3]=[C:2]([O:1][CH3:40])[CH:39]=[N:38][C:5]1=2)=[O:20])[C:27]1[CH:28]=[CH:29][C:30]([O:33][C:34]([F:36])([F:35])[F:37])=[CH:31][CH:32]=1. (6) Given the reactants F[C:2]1[CH:7]=[CH:6][C:5]([N+:8]([O-:10])=[O:9])=[CH:4][CH:3]=1.[CH3:11][C@H:12]1[O:17][C@@H:16]([CH3:18])[CH2:15][NH:14][CH2:13]1.C(=O)([O-])[O-].[K+].[K+], predict the reaction product. The product is: [CH3:18][C@H:16]1[CH2:15][N:14]([C:2]2[CH:7]=[CH:6][C:5]([N+:8]([O-:10])=[O:9])=[CH:4][CH:3]=2)[CH2:13][C@@H:12]([CH3:11])[O:17]1.